Dataset: Full USPTO retrosynthesis dataset with 1.9M reactions from patents (1976-2016). Task: Predict the reactants needed to synthesize the given product. Given the product [Si:17]([O:6][CH2:1][CH2:2][C@@H:3]([OH:5])[CH3:4])([C:20]([CH3:23])([CH3:22])[CH3:21])([CH3:19])[CH3:18], predict the reactants needed to synthesize it. The reactants are: [CH2:1]([OH:6])[CH2:2][C@@H:3]([OH:5])[CH3:4].N1C=CN=C1.CN(C)C=O.[Si:17](Cl)([C:20]([CH3:23])([CH3:22])[CH3:21])([CH3:19])[CH3:18].